From a dataset of Full USPTO retrosynthesis dataset with 1.9M reactions from patents (1976-2016). Predict the reactants needed to synthesize the given product. (1) Given the product [F:10][C:9]([F:12])([F:11])[CH:8]([C:5]1[CH:4]=[CH:3][C:2]([B:14]2[O:18][C:17]([CH3:20])([CH3:19])[C:16]([CH3:22])([CH3:21])[O:15]2)=[CH:7][N:6]=1)[OH:13], predict the reactants needed to synthesize it. The reactants are: Br[C:2]1[CH:3]=[CH:4][C:5]([CH:8]([OH:13])[C:9]([F:12])([F:11])[F:10])=[N:6][CH:7]=1.[B:14]1([B:14]2[O:18][C:17]([CH3:20])([CH3:19])[C:16]([CH3:22])([CH3:21])[O:15]2)[O:18][C:17]([CH3:20])([CH3:19])[C:16]([CH3:22])([CH3:21])[O:15]1.CC([O-])=O.[K+]. (2) Given the product [ClH:41].[CH3:44][O:45][C:22](=[O:31])[NH:19][CH:12]1[CH2:11][CH2:10][C:8]2[N:9]=[C:5]([NH:4][C:1](=[O:3])[CH3:2])[S:6][C:7]=2[CH2:13]1, predict the reactants needed to synthesize it. The reactants are: [C:1]([NH:4][C:5]1[S:6][C:7]2[CH2:13][CH:12](C(O)=O)[CH2:11][CH2:10][C:8]=2[N:9]=1)(=[O:3])[CH3:2].C([N:19]([CH2:22]C)CC)C.C1(P(N=[N+]=[N-])(C2C=CC=CC=2)=[O:31])C=CC=CC=1.[ClH:41].CN(C)[CH:44]=[O:45].